Task: Predict the reaction yield, written as a fraction of the theoretical maximum amount of product (1.0 means a 100% yield; for example, 0.34 means a 34% yield).. Dataset: Reaction yield outcomes from USPTO patents with 853,638 reactions The reactants are C[Si]([N-][Si](C)(C)C)(C)C.[Na+].[F:11][C:12]1[CH:17]=[CH:16][C:15]([CH2:18][C:19]([OH:21])=[O:20])=[CH:14][CH:13]=1.Br[CH2:23][CH:24]=[CH2:25]. The catalyst is C1COCC1. The product is [F:11][C:12]1[CH:13]=[CH:14][C:15]([CH:18]([CH2:25][CH:24]=[CH2:23])[C:19]([OH:21])=[O:20])=[CH:16][CH:17]=1. The yield is 0.430.